From a dataset of Full USPTO retrosynthesis dataset with 1.9M reactions from patents (1976-2016). Predict the reactants needed to synthesize the given product. Given the product [CH:38]1([NH:37][S:34]([C:30]2[CH:29]=[C:28]([NH:27][C:12]([C:11]3[CH:10]=[N:9][N:8]4[C:3]([C:2]([F:26])([F:25])[F:1])=[CH:4][C:5]([C:15]5[CH:20]=[CH:19][C:18]([C:21]([F:24])([F:22])[F:23])=[CH:17][CH:16]=5)=[N:6][C:7]=34)=[O:13])[CH:33]=[CH:32][CH:31]=2)(=[O:36])=[O:35])[CH2:40][CH2:39]1, predict the reactants needed to synthesize it. The reactants are: [F:1][C:2]([F:26])([F:25])[C:3]1[N:8]2[N:9]=[CH:10][C:11]([C:12](O)=[O:13])=[C:7]2[N:6]=[C:5]([C:15]2[CH:20]=[CH:19][C:18]([C:21]([F:24])([F:23])[F:22])=[CH:17][CH:16]=2)[CH:4]=1.[NH2:27][C:28]1[CH:29]=[C:30]([S:34]([NH:37][CH:38]2[CH2:40][CH2:39]2)(=[O:36])=[O:35])[CH:31]=[CH:32][CH:33]=1.